The task is: Predict the reactants needed to synthesize the given product.. This data is from Full USPTO retrosynthesis dataset with 1.9M reactions from patents (1976-2016). (1) Given the product [C:6]([OH:9])(=[O:8])[C:7]1[CH:1]=[CH:14][CH:10]=[CH:11][CH:12]=1, predict the reactants needed to synthesize it. The reactants are: [CH3:1]O.[OH-].[Li+].O.[C:6]([OH:9])(=[O:8])[CH3:7].[CH2:10]1[CH2:14]O[CH2:12][CH2:11]1. (2) Given the product [Br:14][CH2:2][C:3]1[CH:4]=[C:5]([NH:9][C:10]([NH2:12])=[O:11])[CH:6]=[CH:7][CH:8]=1, predict the reactants needed to synthesize it. The reactants are: O[CH2:2][C:3]1[CH:4]=[C:5]([NH:9][C:10]([NH2:12])=[O:11])[CH:6]=[CH:7][CH:8]=1.P(Br)(Br)[Br:14].